Predict the reactants needed to synthesize the given product. From a dataset of Full USPTO retrosynthesis dataset with 1.9M reactions from patents (1976-2016). (1) Given the product [Cl:24][C:25]1[CH:30]=[CH:29][C:28]([N:31]2[C:17]([OH:19])=[C:11]([C:12]([O:14][CH2:15][CH3:16])=[O:13])[C:9](=[O:10])[N:8]([CH2:7][C:1]3[CH:2]=[CH:3][CH:4]=[CH:5][CH:6]=3)[C:32]2=[S:33])=[CH:27][CH:26]=1, predict the reactants needed to synthesize it. The reactants are: [C:1]1([CH2:7][NH:8][C:9]([CH:11]([C:17]([O:19]CC)=O)[C:12]([O:14][CH2:15][CH3:16])=[O:13])=[O:10])[CH:6]=[CH:5][CH:4]=[CH:3][CH:2]=1.[H-].[Na+].[Cl:24][C:25]1[CH:30]=[CH:29][C:28]([N:31]=[C:32]=[S:33])=[CH:27][CH:26]=1. (2) The reactants are: [Cl:1][C:2]1[CH:7]=[CH:6][C:5]([O:8]C)=[CH:4][C:3]=1[C:10]1[CH:35]=[C:34]([CH3:36])[C:13]2[N:14]=[C:15]([NH:18][C:19]3[CH:20]=[C:21]([S:25]([NH:28][CH2:29][CH2:30][N:31]([CH3:33])[CH3:32])(=[O:27])=[O:26])[CH:22]=[CH:23][CH:24]=3)[N:16]=[N:17][C:12]=2[CH:11]=1.B(Br)(Br)Br. Given the product [Cl:1][C:2]1[CH:7]=[CH:6][C:5]([OH:8])=[CH:4][C:3]=1[C:10]1[CH:35]=[C:34]([CH3:36])[C:13]2[N:14]=[C:15]([NH:18][C:19]3[CH:20]=[C:21]([S:25]([NH:28][CH2:29][CH2:30][N:31]([CH3:33])[CH3:32])(=[O:26])=[O:27])[CH:22]=[CH:23][CH:24]=3)[N:16]=[N:17][C:12]=2[CH:11]=1, predict the reactants needed to synthesize it. (3) Given the product [CH2:1]([O:3][C:4]([C@@H:6]([NH:15][C@H:16]([C:28]([OH:30])=[O:29])[CH2:17][CH2:18][CH2:19][CH2:20][NH:21][C:22](=[O:27])[C:23]([F:24])([F:25])[F:26])[CH2:7][CH2:8][C:9]1[CH:14]=[CH:13][CH:12]=[CH:11][CH:10]=1)=[O:5])[CH3:2], predict the reactants needed to synthesize it. The reactants are: [CH2:1]([O:3][C:4]([CH:6]([NH:15][C@H:16]([C:28]([OH:30])=[O:29])[CH2:17][CH2:18][CH2:19][CH2:20][NH:21][C:22](=[O:27])[C:23]([F:26])([F:25])[F:24])[CH2:7][CH2:8][C:9]1[CH:14]=[CH:13][CH:12]=[CH:11][CH:10]=1)=[O:5])[CH3:2].C(OCC)(=O)C.O.C(O)(=O)C(O)=O. (4) Given the product [CH2:22]([N:12]1[CH2:13][C@H:14]([CH2:15][C:16]2[CH:21]=[CH:20][CH:19]=[CH:18][CH:17]=2)[C@@H:10]([CH2:8][N:7]([C:29]2[CH:30]=[CH:31][CH:32]=[CH:33][CH:34]=2)[C:1]2[CH:2]=[CH:3][CH:4]=[CH:5][CH:6]=2)[CH2:11]1)[C:23]1[CH:24]=[CH:25][CH:26]=[CH:27][CH:28]=1, predict the reactants needed to synthesize it. The reactants are: [C:1]1([N:7]([C:29]2[CH:34]=[CH:33][CH:32]=[CH:31][CH:30]=2)[C:8]([C@@H:10]2[C@@H:14]([CH2:15][C:16]3[CH:21]=[CH:20][CH:19]=[CH:18][CH:17]=3)[CH2:13][N:12]([CH2:22][C:23]3[CH:28]=[CH:27][CH:26]=[CH:25][CH:24]=3)[CH2:11]2)=O)[CH:6]=[CH:5][CH:4]=[CH:3][CH:2]=1. (5) Given the product [Cl:36][C:6]1[C:2]([CH3:1])=[N:3][N:4]([C:7]2[CH:8]=[CH:9][C:10]([O:11][CH2:12][C@@H:13]3[C@@H:18]([NH:19][C:20](=[O:26])[O:21][C:22]([CH3:25])([CH3:23])[CH3:24])[CH2:17][CH2:16][O:15][CH2:14]3)=[CH:27][CH:28]=2)[CH:5]=1, predict the reactants needed to synthesize it. The reactants are: [CH3:1][C:2]1[CH:6]=[CH:5][N:4]([C:7]2[CH:28]=[CH:27][C:10]([O:11][CH2:12][C@@H:13]3[C@@H:18]([NH:19][C:20](=[O:26])[O:21][C:22]([CH3:25])([CH3:24])[CH3:23])[CH2:17][CH2:16][O:15][CH2:14]3)=[CH:9][CH:8]=2)[N:3]=1.C1C(=O)N([Cl:36])C(=O)C1. (6) The reactants are: [C:1](=[O:17])([O:15][CH3:16])[O:2][C:3]1[CH:8]=[CH:7][C:6]([Cl:9])=[CH:5][C:4]=1[CH:10]1[CH2:14][CH2:13][CH2:12][CH2:11]1.OS(O)(=O)=O.[N+:23]([O-])([O-:25])=[O:24].[K+]. Given the product [C:1](=[O:17])([O:15][CH3:16])[O:2][C:3]1[CH:8]=[C:7]([N+:23]([O-:25])=[O:24])[C:6]([Cl:9])=[CH:5][C:4]=1[CH:10]1[CH2:14][CH2:13][CH2:12][CH2:11]1, predict the reactants needed to synthesize it. (7) Given the product [Cl:1][C:2]1[C:3]2[C:10]([Cl:11])=[CH:9][N:8]([S:20]([C:14]3[CH:19]=[CH:18][CH:17]=[CH:16][CH:15]=3)(=[O:22])=[O:21])[C:4]=2[N:5]=[CH:6][N:7]=1, predict the reactants needed to synthesize it. The reactants are: [Cl:1][C:2]1[N:7]=[CH:6][NH:5][C:4]2=[N:8][CH:9]=[C:10]([Cl:11])[C:3]=12.[H-].[Na+].[C:14]1([S:20](Cl)(=[O:22])=[O:21])[CH:19]=[CH:18][CH:17]=[CH:16][CH:15]=1.O. (8) Given the product [CH2-:17][C:18]([CH3:20])=[O:19].[CH3:1][O:3][C:18]([O:19][CH3:15])([CH3:17])[CH3:20], predict the reactants needed to synthesize it. The reactants are: [C:1](=O)([O-:3])N.C1N=C(Cl)C2N=CN([C@@H:15]3[O:19][C@H:18]([CH2:20]O)[C@@H:17](O)[C@H]3O)C=2N=1.N[C@H]1CCCO1. (9) Given the product [CH2:58]([C:55]1[CH:56]=[CH:57][C:52]([NH:51][C:49]2[N:48]([CH3:60])[C:47]3[CH:61]=[CH:62][C:44]([O:43][C:8]4([C:6]([OH:7])=[O:5])[CH:13]=[CH:12][CH:11]=[CH:10][NH:9]4)=[CH:45][C:46]=3[N:50]=2)=[CH:53][CH:54]=1)[CH3:59], predict the reactants needed to synthesize it. The reactants are: C([O:5][C:6]([C:8]1[CH:13]=[C:12](OC2C=CC(NC)=C(N)C=2)[CH:11]=[CH:10][N:9]=1)=[O:7])(C)(C)C.NC(N)=S.IC.C(OC(C1C=C([O:43][C:44]2[CH:62]=[CH:61][C:47]3[N:48]([CH3:60])[C:49]([NH:51][C:52]4[CH:57]=[CH:56][C:55]([CH2:58][CH3:59])=[CH:54][CH:53]=4)=[N:50][C:46]=3[CH:45]=2)C=CN=1)=O)(C)(C)C.FC(F)(F)C(O)=O. (10) Given the product [CH3:9][O:10][C:11](=[O:20])[C:12]1[CH:17]=[C:16]([F:18])[CH:15]=[CH:14][C:13]=1[S:8]/[C:3](=[CH:4]/[CH3:5])/[C:2](/[NH2:1])=[CH:7]\[CH3:6], predict the reactants needed to synthesize it. The reactants are: [NH2:1][C:2]1[CH:7]=[CH:6][CH:5]=[CH:4][C:3]=1[SH:8].[CH3:9][O:10][C:11](=[O:20])[C:12]1[CH:17]=[C:16]([F:18])[CH:15]=[CH:14][C:13]=1F.